Dataset: Forward reaction prediction with 1.9M reactions from USPTO patents (1976-2016). Task: Predict the product of the given reaction. (1) Given the reactants Cl[C:2]1[N:3]=[N:4][CH:5]=[C:6]([C:8]2[CH:13]=[CH:12][C:11]([F:14])=[C:10]([C:15]3[C:20]([F:21])=[CH:19][CH:18]=[CH:17][N:16]=3)[CH:9]=2)[CH:7]=1.C[Sn](C)C.C[Sn](C)C.[Cl-].[Li+].[SnH4].Br[C:34]1[C:39]([F:40])=[CH:38][CH:37]=[CH:36][C:35]=1[F:41], predict the reaction product. The product is: [F:40][C:39]1[CH:38]=[CH:37][CH:36]=[C:35]([F:41])[C:34]=1[C:2]1[N:3]=[N:4][CH:5]=[C:6]([C:8]2[CH:13]=[CH:12][C:11]([F:14])=[C:10]([C:15]3[C:20]([F:21])=[CH:19][CH:18]=[CH:17][N:16]=3)[CH:9]=2)[CH:7]=1. (2) The product is: [CH3:12][C:8]1[CH:7]=[C:6]([N:13]2[CH2:17][CH2:16][CH2:15][CH2:14]2)[C:5]2[C:10](=[CH:11][C:2]([NH:25][CH2:24][C:20]3[S:21][CH:22]=[CH:23][C:19]=3[CH3:18])=[CH:3][CH:4]=2)[N:9]=1. Given the reactants I[C:2]1[CH:11]=[C:10]2[C:5]([C:6]([N:13]3[CH2:17][CH2:16][CH2:15][CH2:14]3)=[CH:7][C:8]([CH3:12])=[N:9]2)=[CH:4][CH:3]=1.[CH3:18][C:19]1[CH:23]=[CH:22][S:21][C:20]=1[CH2:24][NH2:25], predict the reaction product. (3) The product is: [Cl:15][C:12]1[CH:11]=[CH:10][C:9]([O:8][CH2:7][CH:6]([CH3:16])[CH3:5])=[C:14]([C:18](=[O:23])[C:19]([O:21][CH3:22])=[O:20])[CH:13]=1. Given the reactants [Al+3].[Cl-].[Cl-].[Cl-].[CH3:5][CH:6]([CH3:16])[CH2:7][O:8][C:9]1[CH:14]=[CH:13][C:12]([Cl:15])=[CH:11][CH:10]=1.Cl[C:18](=[O:23])[C:19]([O:21][CH3:22])=[O:20], predict the reaction product. (4) Given the reactants [H-].[Na+].[CH3:3][C:4]1[NH:8][C:7]([C:9]2[CH:14]=[CH:13][CH:12]=[CH:11][CH:10]=2)=[N:6][CH:5]=1.C[O:16][C:17](=[O:42])[C:18]1[CH:23]=[C:22]([C:24](=[O:40])[C:25]2[CH:30]=[CH:29][C:28]([N:31]([C:33]3[CH:38]=[CH:37][C:36]([Cl:39])=[CH:35][CH:34]=3)[CH3:32])=[CH:27][N:26]=2)[CH:21]=[CH:20][C:19]=1F, predict the reaction product. The product is: [Cl:39][C:36]1[CH:37]=[CH:38][C:33]([N:31]([CH3:32])[C:28]2[CH:29]=[CH:30][C:25]([C:24]([C:22]3[CH:21]=[CH:20][C:19]([N:6]4[CH:5]=[C:4]([CH3:3])[N:8]=[C:7]4[C:9]4[CH:10]=[CH:11][CH:12]=[CH:13][CH:14]=4)=[C:18]([CH:23]=3)[C:17]([OH:42])=[O:16])=[O:40])=[N:26][CH:27]=2)=[CH:34][CH:35]=1. (5) Given the reactants [CH2:1]([S:8][C:9]1[CH:10]=[C:11]2[C:16](=[CH:17][CH:18]=1)[C:15](=O)[NH:14][CH:13]=[C:12]2[F:20])[C:2]1[CH:7]=[CH:6][CH:5]=[CH:4][CH:3]=1.O=P(Cl)(Cl)[Cl:23], predict the reaction product. The product is: [CH2:1]([S:8][C:9]1[CH:10]=[C:11]2[C:16](=[CH:17][CH:18]=1)[C:15]([Cl:23])=[N:14][CH:13]=[C:12]2[F:20])[C:2]1[CH:7]=[CH:6][CH:5]=[CH:4][CH:3]=1. (6) Given the reactants [F:1][C:2]([F:42])([F:41])[C:3]1[CH:4]=[C:5]([C@H:13]([O:15][C@H:16]2[CH2:21][CH2:20][C@@H:19]([CH2:22]CS([O-])(=O)=O)[C@@H:18]([CH2:28]CS([O-])(=O)=O)[C@@H:17]2[C:34]2[CH:39]=[CH:38][C:37]([F:40])=[CH:36][CH:35]=2)[CH3:14])[CH:6]=[C:7]([C:9]([F:12])([F:11])[F:10])[CH:8]=1.[CH2:43]([NH2:50])[C:44]1[CH:49]=[CH:48][CH:47]=[CH:46][CH:45]=1, predict the reaction product. The product is: [CH2:43]([N:50]1[CH2:28][C@@H:18]2[C@H:19]([CH2:20][CH2:21][C@H:16]([O:15][C@@H:13]([C:5]3[CH:6]=[C:7]([C:9]([F:10])([F:11])[F:12])[CH:8]=[C:3]([C:2]([F:42])([F:41])[F:1])[CH:4]=3)[CH3:14])[C@H:17]2[C:34]2[CH:39]=[CH:38][C:37]([F:40])=[CH:36][CH:35]=2)[CH2:22]1)[C:44]1[CH:49]=[CH:48][CH:47]=[CH:46][CH:45]=1. (7) The product is: [CH2:1]([NH2:22])[CH2:2][O:3][CH2:4][CH2:5][O:6][CH2:7][CH2:8][O:9][CH2:10][CH2:11][O:12][CH2:13][C:14]#[CH:15]. Given the reactants [CH2:1](O)[CH2:2][O:3][CH2:4][CH2:5][O:6][CH2:7][CH2:8][O:9][CH2:10][CH2:11][O:12][CH2:13][C:14]#[CH:15].C(O)C.CO.[NH3:22], predict the reaction product. (8) Given the reactants [Cl-].[CH2:2]([O:4][C:5]([CH2:7][C:8](=[O:29])[CH2:9][P+:10]([C:23]1[CH:28]=[CH:27][CH:26]=[CH:25][CH:24]=1)([C:17]1[CH:22]=[CH:21][CH:20]=[CH:19][CH:18]=1)[C:11]1[CH:16]=[CH:15][CH:14]=[CH:13][CH:12]=1)=[O:6])[CH3:3].C(=O)([O-])[O-].[Na+].[Na+], predict the reaction product. The product is: [CH2:2]([O:4][C:5]([CH2:7][C:8](=[O:29])[CH:9]=[P:10]([C:23]1[CH:28]=[CH:27][CH:26]=[CH:25][CH:24]=1)([C:11]1[CH:12]=[CH:13][CH:14]=[CH:15][CH:16]=1)[C:17]1[CH:22]=[CH:21][CH:20]=[CH:19][CH:18]=1)=[O:6])[CH3:3]. (9) Given the reactants Cl[C:2]1[C:7]([C:8]#[N:9])=[C:6]([NH:10][C:11]2[CH:16]=[C:15]([O:17][CH3:18])[CH:14]=[C:13]([O:19][CH3:20])[CH:12]=2)[N:5]=[C:4]([S:21][CH3:22])[N:3]=1.[NH4+:23].[OH-], predict the reaction product. The product is: [NH2:23][C:2]1[C:7]([C:8]#[N:9])=[C:6]([NH:10][C:11]2[CH:16]=[C:15]([O:17][CH3:18])[CH:14]=[C:13]([O:19][CH3:20])[CH:12]=2)[N:5]=[C:4]([S:21][CH3:22])[N:3]=1.